This data is from Antibody developability classification from SAbDab with 2,409 antibodies. The task is: Regression/Classification. Given an antibody's heavy chain and light chain sequences, predict its developability. TAP uses regression for 5 developability metrics; SAbDab uses binary classification. The antibody is ['EVQLLESGGGLVQPGGSLRLSCAASGFTFYGSGMGWVRQAPGKGLEWVSSIYSGSGSTYYADSVKGRFTISRDNSKNTLYLQMNSLRAEDTAVYYCARTSIYYYYMDYWGQGTLVTVSS', 'DIQMTQSPSSLSASVGDRVTITCRASQSISSYLNWYQQKPGKAPKLLIYAASSLQSGVPSRFSGSGSGTDFTLTISSLQPEDFATYYCQQSSSLFTFGQGTKLEIK']. Result: 0 (not developable).